From a dataset of Forward reaction prediction with 1.9M reactions from USPTO patents (1976-2016). Predict the product of the given reaction. (1) Given the reactants [H-].[Na+].[CH3:3][N:4]1[CH2:8][CH2:7][NH:6][S:5]1(=[O:10])=[O:9].Br[C:12]1[N:17]=[C:16]([CH3:18])[C:15]([Br:19])=[CH:14][N:13]=1.C(O)(=O)CC(CC(O)=O)(C(O)=O)O, predict the reaction product. The product is: [Br:19][C:15]1[C:16]([CH3:18])=[N:17][C:12]([N:6]2[CH2:7][CH2:8][N:4]([CH3:3])[S:5]2(=[O:10])=[O:9])=[N:13][CH:14]=1. (2) The product is: [Cl:28][C:10]1[C:11]2[C:6](=[CH:5][C:4]([C:13]3[CH:14]=[CH:15][C:16]([O:19][CH3:20])=[CH:17][CH:18]=3)=[CH:3][C:2]=2[F:1])[CH:7]=[CH:8][C:9]=1[OH:12]. Given the reactants [F:1][C:2]1[CH:3]=[C:4]([C:13]2[CH:18]=[CH:17][C:16]([O:19][CH3:20])=[CH:15][CH:14]=2)[CH:5]=[C:6]2[C:11]=1[CH:10]=[C:9]([OH:12])[CH:8]=[CH:7]2.C1C(=O)N([Cl:28])C(=O)C1, predict the reaction product. (3) Given the reactants C(OC([NH:8][C@@H:9]1[CH2:14][C@H:13]([NH:15]C(OC(C)(C)C)=O)[CH2:12][N:11]([C:23]2[C:32]([N:33]3[CH2:38][C@@H:37]([NH:39]C(OC(C)(C)C)=O)[CH2:36][C@@H:35]([NH:47]C(OC(C)(C)C)=O)[CH2:34]3)=[N:31][C:30]3[C:25](=[CH:26][CH:27]=[C:28]([NH:55][C:56]([C:58]4[CH:63]=[CH:62][C:61]([NH:64][C:65]([C:67]5[CH:76]=[CH:75][C:74]6[C:69](=[CH:70][CH:71]=[CH:72][CH:73]=6)[C:68]=5[OH:77])=[O:66])=[CH:60][CH:59]=4)=[O:57])[CH:29]=3)[N:24]=2)[CH2:10]1)=O)(C)(C)C.Cl, predict the reaction product. The product is: [NH2:15][C@@H:13]1[CH2:14][C@H:9]([NH2:8])[CH2:10][N:11]([C:23]2[C:32]([N:33]3[CH2:34][C@@H:35]([NH2:47])[CH2:36][C@@H:37]([NH2:39])[CH2:38]3)=[N:31][C:30]3[C:25](=[CH:26][CH:27]=[C:28]([NH:55][C:56]([C:58]4[CH:63]=[CH:62][C:61]([NH:64][C:65]([C:67]5[CH:76]=[CH:75][C:74]6[C:69](=[CH:70][CH:71]=[CH:72][CH:73]=6)[C:68]=5[OH:77])=[O:66])=[CH:60][CH:59]=4)=[O:57])[CH:29]=3)[N:24]=2)[CH2:12]1. (4) Given the reactants I[C:2]1[CH:11]=[C:10]2[C:5]([CH:6]=[C:7]([C:18]3[CH:19]=[CH:20][C:21]4[O:26][CH2:25][C:24](=[O:27])[NH:23][C:22]=4[CH:28]=3)[CH:8]([C:12]3[CH:17]=[CH:16][CH:15]=[CH:14][CH:13]=3)[O:9]2)=[CH:4][CH:3]=1.[CH3:29][O:30][CH2:31][CH2:32][NH2:33], predict the reaction product. The product is: [CH3:29][O:30][CH2:31][CH2:32][NH:33][C:2]1[CH:11]=[C:10]2[C:5]([CH:6]=[C:7]([C:18]3[CH:19]=[CH:20][C:21]4[O:26][CH2:25][C:24](=[O:27])[NH:23][C:22]=4[CH:28]=3)[CH:8]([C:12]3[CH:17]=[CH:16][CH:15]=[CH:14][CH:13]=3)[O:9]2)=[CH:4][CH:3]=1. (5) The product is: [CH2:1]([CH:4]([CH2:15][CH:16]=[CH2:17])[CH2:5][O:6][SiH2:7][C:8]1[CH:13]=[CH:12][C:11]([C:24]2[CH:29]=[CH:28][CH:27]=[CH:26][CH:25]=2)=[CH:10][CH:9]=1)[CH:2]=[CH2:3]. Given the reactants [CH2:1]([CH:4]([CH2:15][CH:16]=[CH2:17])[CH2:5][O:6][SiH2:7][C:8]1[CH:13]=[CH:12][C:11](I)=[CH:10][CH:9]=1)[CH:2]=[CH2:3].C(=O)([O-])[O-].[K+].[K+].[C:24]1(B(O)O)[CH:29]=[CH:28][CH:27]=[CH:26][CH:25]=1.C1(C)C=CC=CC=1, predict the reaction product. (6) Given the reactants [Cl:1][C:2]1[CH:3]=[C:4]([NH:8][C:9]([N:11]2[CH2:16][CH2:15][C:14]3[NH:17][N:18]=[C:19](OS(C(F)(F)F)(=O)=O)[C:13]=3[CH2:12]2)=[O:10])[CH:5]=[CH:6][CH:7]=1.[CH3:28][O:29][C:30]1[CH:35]=[CH:34][CH:33]=[CH:32][C:31]=1B(O)O.[O-]P([O-])([O-])=O.[K+].[K+].[K+], predict the reaction product. The product is: [Cl:1][C:2]1[CH:3]=[C:4]([NH:8][C:9]([N:11]2[CH2:16][CH2:15][C:14]3[NH:17][N:18]=[C:19]([C:31]4[CH:32]=[CH:33][CH:34]=[CH:35][C:30]=4[O:29][CH3:28])[C:13]=3[CH2:12]2)=[O:10])[CH:5]=[CH:6][CH:7]=1. (7) Given the reactants [NH:1]([C:6]([O:8][CH2:9][C:10]1[CH:15]=[CH:14][CH:13]=[CH:12][CH:11]=1)=[O:7])[CH2:2][C:3]([OH:5])=O.C([N:18]1[CH2:23][CH2:22]O[CH2:20][CH2:19]1)C, predict the reaction product. The product is: [CH2:9]([O:8][C:6](=[O:7])[NH:1][CH:2]1[CH2:20][CH2:19][N:18]([C:3](=[O:5])[CH2:2][NH:1][C:6]([O:8][CH2:9][C:10]2[CH:15]=[CH:14][CH:13]=[CH:12][CH:11]=2)=[O:7])[CH2:23][CH2:22]1)[CH2:10][CH2:11][CH3:12].